From a dataset of Forward reaction prediction with 1.9M reactions from USPTO patents (1976-2016). Predict the product of the given reaction. (1) Given the reactants [F:1][C:2]1[CH:3]=[C:4]([CH2:20][OH:21])[CH:5]=[C:6]([F:19])[C:7]=1[O:8][C:9]1[CH:10]=[N:11][C:12]([C:15]([F:18])([F:17])[F:16])=[CH:13][CH:14]=1.C(OC([N:29]1[C:37]2[N:32]([C:33](=[O:39])[N:34]=[C:35](Cl)[CH:36]=2)[CH2:31][C@@H:30]1[CH3:40])=O)(C)(C)C, predict the reaction product. The product is: [F:1][C:2]1[CH:3]=[C:4]([CH:5]=[C:6]([F:19])[C:7]=1[O:8][C:9]1[CH:10]=[N:11][C:12]([C:15]([F:16])([F:17])[F:18])=[CH:13][CH:14]=1)[CH2:20][O:21][C:35]1[CH:36]=[C:37]2[NH:29][C@@H:30]([CH3:40])[CH2:31][N:32]2[C:33](=[O:39])[N:34]=1. (2) Given the reactants [Br:1][C:2]1[C:7]([F:8])=[CH:6][C:5]([OH:9])=[C:4]([O:10][CH3:11])[CH:3]=1.FC1C=CC([N+]([O-])=O)=CC=1C(F)(F)F.[F:26][C:27]1[CH:32]=[CH:31][CH:30]=[C:29](F)[N:28]=1, predict the reaction product. The product is: [Br:1][C:2]1[C:7]([F:8])=[CH:6][C:5]([O:9][C:29]2[CH:30]=[CH:31][CH:32]=[C:27]([F:26])[N:28]=2)=[C:4]([O:10][CH3:11])[CH:3]=1. (3) Given the reactants [CH2:1]([O:8][C:9]1[CH:14]=[CH:13][CH:12]=[C:11](I)[CH:10]=1)[C:2]1[CH:7]=[CH:6][CH:5]=[CH:4][CH:3]=1.[C:16](=O)([O-])[O-:17].[K+].[K+].[OH2:22].[C:23]1([CH3:29])[CH:28]=[CH:27][CH:26]=[CH:25][CH:24]=1, predict the reaction product. The product is: [CH2:1]([O:8][C:9]1[CH:10]=[C:11]([C:26]2[CH:27]=[CH:28][C:23]([C:29]([O:17][CH3:16])=[O:22])=[CH:24][CH:25]=2)[CH:12]=[CH:13][CH:14]=1)[C:2]1[CH:7]=[CH:6][CH:5]=[CH:4][CH:3]=1. (4) Given the reactants [CH2:1]([OH:4])[C:2]#[CH:3].[Na].Cl[C:7]1[C:16]2[C:11](=[CH:12][CH:13]=[CH:14][CH:15]=2)[C:10]([Cl:17])=[N:9][N:8]=1, predict the reaction product. The product is: [Cl:17][C:10]1[C:11]2[C:16](=[CH:15][CH:14]=[CH:13][CH:12]=2)[C:7]([O:4][CH2:1][C:2]#[CH:3])=[N:8][N:9]=1. (5) Given the reactants [NH2:1][C:2]1[CH2:3][C:4]([C:26]([O:28][CH2:29][CH3:30])=[O:27])=[CH:5][C:6]2[CH:12]=[CH:11][C:10]([C:13]3[CH:18]=[CH:17][C:16]([C:19]([N:21]4[CH2:25][CH2:24][CH2:23][CH2:22]4)=[O:20])=[CH:15][CH:14]=3)=[CH:9][C:7]=2[N:8]=1.[CH3:31][C:32]([O:35][C:36](O[C:36]([O:35][C:32]([CH3:34])([CH3:33])[CH3:31])=[O:37])=[O:37])([CH3:34])[CH3:33], predict the reaction product. The product is: [C:32]([O:35][C:36]([NH:1][C:2]1[CH2:3][C:4]([C:26]([O:28][CH2:29][CH3:30])=[O:27])=[CH:5][C:6]2[CH:12]=[CH:11][C:10]([C:13]3[CH:18]=[CH:17][C:16]([C:19]([N:21]4[CH2:25][CH2:24][CH2:23][CH2:22]4)=[O:20])=[CH:15][CH:14]=3)=[CH:9][C:7]=2[N:8]=1)=[O:37])([CH3:34])([CH3:33])[CH3:31].